This data is from Reaction yield outcomes from USPTO patents with 853,638 reactions. The task is: Predict the reaction yield, written as a fraction of the theoretical maximum amount of product (1.0 means a 100% yield; for example, 0.34 means a 34% yield). (1) The reactants are [CH3:1][C:2]1[C:3]([NH:15][C:16]2[CH:26]=[CH:25][C:19]([C:20]([O:22][CH2:23][CH3:24])=[O:21])=[CH:18][CH:17]=2)=[CH:4][C:5]2[C:6]([CH3:14])([CH3:13])[CH2:7][CH:8]=[C:9]([CH3:12])[C:10]=2[CH:11]=1.[CH:27](=O)[CH2:28][CH3:29]. No catalyst specified. The product is [CH2:27]([N:15]([C:3]1[C:2]([CH3:1])=[CH:11][C:10]2[C:9]([CH3:12])=[CH:8][CH2:7][C:6]([CH3:14])([CH3:13])[C:5]=2[CH:4]=1)[C:16]1[CH:17]=[CH:18][C:19]([C:20]([O:22][CH2:23][CH3:24])=[O:21])=[CH:25][CH:26]=1)[CH2:28][CH3:29]. The yield is 0.410. (2) The reactants are C([NH:11][CH2:12][CH2:13][CH2:14][CH2:15][C:16]1[CH:21]=[CH:20][CH:19]=[CH:18][C:17]=1[O:22][CH2:23][CH:24]([OH:27])[CH2:25][OH:26])(OCC1C=CC=CC=1)=O.[H][H]. The catalyst is CO.[Pd]. The product is [OH:27][CH:24]([CH2:25][OH:26])[CH2:23][O:22][C:17]1[CH:18]=[CH:19][CH:20]=[CH:21][C:16]=1[CH2:15][CH2:14][CH2:13][CH2:12][NH2:11]. The yield is 0.660. (3) The reactants are [Cl:1][C:2]1[CH:3]=[C:4]([NH:9][C:10]2[C:19]3[C:14](=[CH:15][C:16]([O:22][CH2:23][C:24](=[S:26])[NH2:25])=[C:17]([O:20][CH3:21])[CH:18]=3)[N:13]=[CH:12][N:11]=2)[CH:5]=[CH:6][C:7]=1[Cl:8].Br[CH:28]1[C:33](=O)[CH2:32][CH2:31][N:30](C(OC(C)(C)C)=O)[CH2:29]1. The catalyst is CN(C=O)C. The product is [Cl:1][C:2]1[CH:3]=[C:4]([NH:9][C:10]2[C:19]3[C:14](=[CH:15][C:16]([O:22][CH2:23][C:24]4[S:26][C:28]5[CH2:29][NH:30][CH2:31][CH2:32][C:33]=5[N:25]=4)=[C:17]([O:20][CH3:21])[CH:18]=3)[N:13]=[CH:12][N:11]=2)[CH:5]=[CH:6][C:7]=1[Cl:8]. The yield is 0.690. (4) The reactants are FC(F)(F)C(O)=O.[Cl:8][C:9]1[CH:10]=[C:11]([CH:15]2[C:19]([C:22]3[CH:27]=[CH:26][C:25]([Cl:28])=[CH:24][CH:23]=3)([C:20]#[N:21])[CH:18]([CH2:29][C:30]([CH3:33])([CH3:32])[CH3:31])[NH:17][CH:16]2[C:34]([OH:36])=O)[CH:12]=[CH:13][CH:14]=1.[NH2:37][CH2:38][CH2:39][CH2:40][OH:41].CN(C(ON1N=NC2C=CC=NC1=2)=[N+](C)C)C.F[P-](F)(F)(F)(F)F.CCN(C(C)C)C(C)C. The catalyst is C(Cl)Cl. The product is [OH:41][CH2:40][CH2:39][CH2:38][NH:37][C:34]([CH:16]1[CH:15]([C:11]2[CH:12]=[CH:13][CH:14]=[C:9]([Cl:8])[CH:10]=2)[C:19]([C:22]2[CH:23]=[CH:24][C:25]([Cl:28])=[CH:26][CH:27]=2)([C:20]#[N:21])[CH:18]([CH2:29][C:30]([CH3:32])([CH3:33])[CH3:31])[NH:17]1)=[O:36]. The yield is 0.930.